From a dataset of Cav3 T-type calcium channel HTS with 100,875 compounds. Binary Classification. Given a drug SMILES string, predict its activity (active/inactive) in a high-throughput screening assay against a specified biological target. The molecule is O=C(Nc1ccc(cc1)C)C1CCN(CC1)c1n2ncnc2nc(c1CC)C. The result is 0 (inactive).